This data is from Catalyst prediction with 721,799 reactions and 888 catalyst types from USPTO. The task is: Predict which catalyst facilitates the given reaction. (1) Reactant: [C:1]12([NH:11][CH2:12][C:13]3[CH:18]=[CH:17][C:16](Br)=[CH:15][CH:14]=3)[CH2:10][CH:5]3[CH2:6][CH:7]([CH2:9][CH:3]([CH2:4]3)[CH2:2]1)[CH2:8]2.N#N.[Li]CCCC.[CH3:27][Si:28](Cl)([CH3:30])[CH3:29]. Product: [C:1]12([NH:11][CH2:12][C:13]3[CH:18]=[CH:17][C:16]([Si:28]([CH3:30])([CH3:29])[CH3:27])=[CH:15][CH:14]=3)[CH2:10][CH:5]3[CH2:6][CH:7]([CH2:9][CH:3]([CH2:4]3)[CH2:2]1)[CH2:8]2. The catalyst class is: 1. (2) Reactant: [Cl:1][C:2]1[CH:3]=[C:4]([CH:7]=[CH:8][C:9]=1F)[C:5]#[N:6].CN.[CH:13]([N:16](C(C)C)CC)(C)C. Product: [Cl:1][C:2]1[CH:3]=[C:4]([CH:7]=[CH:8][C:9]=1[NH:16][CH3:13])[C:5]#[N:6]. The catalyst class is: 5.